From a dataset of Full USPTO retrosynthesis dataset with 1.9M reactions from patents (1976-2016). Predict the reactants needed to synthesize the given product. (1) Given the product [I-:23].[NH2:1][C:2]1[N:7]=[C:6]([NH:8][C:9]2[CH:10]=[C:11]([C:18](=[O:20])[CH3:19])[CH:12]=[C:13]([C:15](=[O:17])[CH3:16])[CH:14]=2)[CH:5]=[C:4]([CH3:21])[N+:3]=1[CH3:22], predict the reactants needed to synthesize it. The reactants are: [NH2:1][C:2]1[N:7]=[C:6]([NH:8][C:9]2[CH:14]=[C:13]([C:15](=[O:17])[CH3:16])[CH:12]=[C:11]([C:18](=[O:20])[CH3:19])[CH:10]=2)[CH:5]=[C:4]([CH3:21])[N:3]=1.[CH3:22][I:23]. (2) Given the product [Br:1][C:2]1[CH:3]=[C:4]([C:10]2[CH:11]=[CH:12][C:13]([C:16]3[N:17]=[C:18]([C:22]4[CH:27]=[CH:26][C:25]([C:28]([F:29])([F:31])[F:30])=[CH:24][CH:23]=4)[O:19][C:20]=3[CH3:21])=[CH:14][CH:15]=2)[CH:5]=[C:6]([Br:9])[C:7]=1[O:8][CH2:33][C:34]([OH:36])=[O:35], predict the reactants needed to synthesize it. The reactants are: [Br:1][C:2]1[CH:3]=[C:4]([C:10]2[CH:15]=[CH:14][C:13]([C:16]3[N:17]=[C:18]([C:22]4[CH:27]=[CH:26][C:25]([C:28]([F:31])([F:30])[F:29])=[CH:24][CH:23]=4)[O:19][C:20]=3[CH3:21])=[CH:12][CH:11]=2)[CH:5]=[C:6]([Br:9])[C:7]=1[OH:8].Br[CH2:33][C:34]([O:36]C)=[O:35]. (3) Given the product [C:24]1([C:30]2[N:34]=[C:33]([N:35]3[CH2:40][CH2:39][N:38]([C:8]([NH:7][C:16]4[CH:17]=[N:18][CH:19]=[CH:20][CH:21]=4)=[O:10])[CH2:37][CH2:36]3)[S:32][N:31]=2)[CH:25]=[CH:26][CH:27]=[CH:28][CH:29]=1, predict the reactants needed to synthesize it. The reactants are: ClC(Cl)(Cl)COC([N:7]([C:16]1[CH:17]=[N:18][CH:19]=[CH:20][CH:21]=1)[C:8]([O:10]CC(Cl)(Cl)Cl)=O)=O.[C:24]1([C:30]2[N:34]=[C:33]([N:35]3[CH2:40][CH2:39][NH:38][CH2:37][CH2:36]3)[S:32][N:31]=2)[CH:29]=[CH:28][CH:27]=[CH:26][CH:25]=1.C(N(C(C)C)CC)(C)C.O. (4) Given the product [C:1]([O:5][C:6]([N:8]1[CH2:9][CH2:10][N:11]([C:14]2[N:19]=[C:18]([O:20][CH3:21])[C:17]([NH2:22])=[C:16]([O:25][CH3:26])[N:15]=2)[CH2:12][CH2:13]1)=[O:7])([CH3:4])([CH3:3])[CH3:2], predict the reactants needed to synthesize it. The reactants are: [C:1]([O:5][C:6]([N:8]1[CH2:13][CH2:12][N:11]([C:14]2[N:19]=[C:18]([O:20][CH3:21])[C:17]([N+:22]([O-])=O)=[C:16]([O:25][CH3:26])[N:15]=2)[CH2:10][CH2:9]1)=[O:7])([CH3:4])([CH3:3])[CH3:2]. (5) Given the product [CH:6]1([CH2:1][O:7][C:8]2[O:9][C:10]([C:17]([NH:19][C:20]3[CH:25]=[CH:24][C:23]([N:26]4[CH2:31][CH2:30][N:12]([C:8]([O:9][CH:38]5[CH2:39][CH2:40][CH2:41][CH2:42]5)=[O:7])[CH2:28][CH2:27]4)=[N:22][CH:21]=3)=[O:18])=[C:11]([C:13]([F:14])([F:16])[F:15])[N:12]=2)[CH2:5][CH2:4][CH2:3][CH2:2]1, predict the reactants needed to synthesize it. The reactants are: [CH:1]1([O:7][C:8]2[O:9][C:10]([C:17]([NH:19][C:20]3[CH:21]=[N:22][C:23]([N:26]4[CH2:31][CH2:30]C(C5C=CC=CC=5)[CH2:28][CH2:27]4)=[CH:24][CH:25]=3)=[O:18])=[C:11]([C:13]([F:16])([F:15])[F:14])[N:12]=2)[CH2:6][CH2:5][CH2:4][CH2:3][CH2:2]1.[CH:38]1(CO)[CH2:42][CH2:41][CH2:40][CH2:39]1.